The task is: Regression. Given a peptide amino acid sequence and an MHC pseudo amino acid sequence, predict their binding affinity value. This is MHC class I binding data.. This data is from Peptide-MHC class I binding affinity with 185,985 pairs from IEDB/IMGT. (1) The peptide sequence is SRLGIVVLR. The MHC is HLA-A01:01 with pseudo-sequence HLA-A01:01. The binding affinity (normalized) is 0.0847. (2) The peptide sequence is GEVGAIALDF. The MHC is HLA-B44:03 with pseudo-sequence HLA-B44:03. The binding affinity (normalized) is 0.708. (3) The peptide sequence is IVSDFSSTS. The MHC is H-2-Kb with pseudo-sequence H-2-Kb. The binding affinity (normalized) is 0.155. (4) The MHC is Mamu-A01 with pseudo-sequence Mamu-A01. The binding affinity (normalized) is 0.112. The peptide sequence is KNPFGSFTVI. (5) The peptide sequence is TLVPQEHYVR. The MHC is HLA-A31:01 with pseudo-sequence HLA-A31:01. The binding affinity (normalized) is 0.363. (6) The peptide sequence is MEVVFPNEV. The MHC is Mamu-A11 with pseudo-sequence Mamu-A11. The binding affinity (normalized) is 0.720. (7) The binding affinity (normalized) is 0. The peptide sequence is CMTVQGGETM. The MHC is H-2-Kb with pseudo-sequence H-2-Kb. (8) The peptide sequence is RLLERCAKL. The MHC is BoLA-T2b with pseudo-sequence BoLA-T2b. The binding affinity (normalized) is 0.0641. (9) The peptide sequence is RQHPGLFPF. The MHC is HLA-B45:06 with pseudo-sequence HLA-B45:06. The binding affinity (normalized) is 0.213.